From a dataset of Full USPTO retrosynthesis dataset with 1.9M reactions from patents (1976-2016). Predict the reactants needed to synthesize the given product. (1) Given the product [O:1]=[C:2]1[C:9]2[C:8]([C:10]([F:13])([F:12])[F:11])=[N:7][N:6]([CH2:14][C:15]([OH:17])=[O:16])[C:5]=2[CH2:4][CH2:3]1, predict the reactants needed to synthesize it. The reactants are: [O:1]=[C:2]1[C:9]2[C:8]([C:10]([F:13])([F:12])[F:11])=[N:7][N:6]([CH2:14][C:15]([O:17]CC)=[O:16])[C:5]=2[CH2:4][CH2:3]1.C(OC(NCC1C=C2C(=CC=1)NC=C2CC(OC)=O)=O)(C)(C)C. (2) Given the product [CH3:63][C@@H:60]1[CH2:59][N:58]([CH2:64][C:65]2[S:66][C:67]3[CH:73]=[CH:72][C:71]([C:74]([F:77])([F:75])[F:76])=[CH:70][C:68]=3[N:69]=2)[C@@H:57]([CH3:56])[CH2:62][N:61]1[C:19](=[O:21])[CH2:18][O:17][CH:14]1[CH2:15][CH2:16][CH:11]([NH:10][C:7]2[CH:8]=[CH:9][C:4]([N+:1]([O-:3])=[O:2])=[C:5]([C:22]([F:24])([F:25])[F:23])[CH:6]=2)[CH2:12][CH2:13]1, predict the reactants needed to synthesize it. The reactants are: [N+:1]([C:4]1[CH:9]=[CH:8][C:7]([NH:10][CH:11]2[CH2:16][CH2:15][CH:14]([O:17][CH2:18][C:19]([OH:21])=O)[CH2:13][CH2:12]2)=[CH:6][C:5]=1[C:22]([F:25])([F:24])[F:23])([O-:3])=[O:2].CCN=C=NCCCN(C)C.Cl.C1C=CC2N(O)N=NC=2C=1.CN1CCOCC1.Cl.[CH3:56][C@H:57]1[CH2:62][NH:61][C@H:60]([CH3:63])[CH2:59][N:58]1[CH2:64][C:65]1[S:66][C:67]2[CH:73]=[CH:72][C:71]([C:74]([F:77])([F:76])[F:75])=[CH:70][C:68]=2[N:69]=1. (3) Given the product [CH2:1]([N:8]1[CH2:9][CH2:10][C:11](=[O:25])[NH:14][CH2:12][CH2:13]1)[C:2]1[CH:3]=[CH:4][CH:5]=[CH:6][CH:7]=1, predict the reactants needed to synthesize it. The reactants are: [CH2:1]([N:8]1[CH2:13][CH2:12][C:11](=[N:14]O)[CH2:10][CH2:9]1)[C:2]1[CH:7]=[CH:6][CH:5]=[CH:4][CH:3]=1.[OH-].[Na+].C1(S(Cl)(=O)=[O:25])C=CC=CC=1. (4) Given the product [F:22][C:14]1[CH:15]=[C:16]([N+:19]([O-:21])=[O:20])[CH:17]=[CH:18][C:13]=1[CH:4]([C:3]([O:10][CH3:11])=[O:9])[C:5]([O:7][CH3:8])=[O:6], predict the reactants needed to synthesize it. The reactants are: [H-].[Na+].[C:3]([O:10][CH3:11])(=[O:9])[CH2:4][C:5]([O:7][CH3:8])=[O:6].Br[C:13]1[CH:18]=[CH:17][C:16]([N+:19]([O-:21])=[O:20])=[CH:15][C:14]=1[F:22]. (5) Given the product [CH:39]([N:42]1[C:46]([C:47]2[S:48][C:49]3[CH2:50][CH2:51][O:52][C:53]4[CH:60]=[C:59]([CH:61]5[CH2:66][CH2:65][N:64]([C:16]([CH3:19])([CH3:15])[C:17]#[N:18])[CH2:63][CH2:62]5)[CH:58]=[CH:57][C:54]=4[C:55]=3[N:56]=2)=[N:45][CH:44]=[N:43]1)([CH3:41])[CH3:40], predict the reactants needed to synthesize it. The reactants are: C(N1C(C2SC3CCO[C:15]4C=C(C5CN(C(C)(C)C#N)C5)C=[CH:19][C:16]=4[C:17]=3[N:18]=2)=NC=N1)(C)C.OC(C(F)(F)F)=O.[CH:39]([N:42]1[C:46]([C:47]2[S:48][C:49]3[CH2:50][CH2:51][O:52][C:53]4[CH:60]=[C:59]([CH:61]5[CH2:66][CH2:65][NH:64][CH2:63][CH2:62]5)[CH:58]=[CH:57][C:54]=4[C:55]=3[N:56]=2)=[N:45][CH:44]=[N:43]1)([CH3:41])[CH3:40]. (6) Given the product [CH:24]1[C:25]2[C:30](=[CH:29][CH:28]=[CH:27][CH:26]=2)[CH:31]=[CH:32][C:23]=1[CH2:22][O:1][C:2]1[CH:3]=[C:4]([CH:9]=[C:10]([N+:12]([O-:14])=[O:13])[CH:11]=1)[C:5]([O:7][CH3:8])=[O:6], predict the reactants needed to synthesize it. The reactants are: [OH:1][C:2]1[CH:3]=[C:4]([CH:9]=[C:10]([N+:12]([O-:14])=[O:13])[CH:11]=1)[C:5]([O:7][CH3:8])=[O:6].C(=O)([O-])[O-].[K+].[K+].Br[CH2:22][C:23]1[CH:32]=[CH:31][C:30]2[C:25](=[CH:26][CH:27]=[CH:28][CH:29]=2)[CH:24]=1.O. (7) Given the product [Si:3]([O:10][C@@H:11]1[C@H:15]([CH2:16][O:17][Si:18]([C:21]([CH3:24])([CH3:23])[CH3:22])([CH3:19])[CH3:20])[CH2:14][C@@H:13]([O:25][C:31]2[C:32]([F:33])=[C:27]([Cl:26])[N:28]=[CH:29][N:30]=2)[CH2:12]1)([C:6]([CH3:9])([CH3:8])[CH3:7])([CH3:5])[CH3:4], predict the reactants needed to synthesize it. The reactants are: [H-].[Na+].[Si:3]([O:10][C@@H:11]1[C@H:15]([CH2:16][O:17][Si:18]([C:21]([CH3:24])([CH3:23])[CH3:22])([CH3:20])[CH3:19])[CH2:14][C@@H:13]([OH:25])[CH2:12]1)([C:6]([CH3:9])([CH3:8])[CH3:7])([CH3:5])[CH3:4].[Cl:26][C:27]1[C:32]([F:33])=[C:31](Cl)[N:30]=[CH:29][N:28]=1. (8) Given the product [C:2]1([C:8]2[CH:13]=[C:12]([CH:14]=[CH:21][C:20]3[CH:23]=[CH:24][C:17]([N:16]([CH3:25])[CH3:15])=[CH:18][CH:19]=3)[CH:11]=[CH:10][N:9]=2)[CH:7]=[CH:6][CH:5]=[CH:4][CH:3]=1, predict the reactants needed to synthesize it. The reactants are: Cl.[C:2]1([C:8]2[CH:13]=[C:12]([CH3:14])[CH:11]=[CH:10][N:9]=2)[CH:7]=[CH:6][CH:5]=[CH:4][CH:3]=1.[CH3:15][N:16]([CH3:25])[C:17]1[CH:24]=[CH:23][C:20]([CH:21]=O)=[CH:19][CH:18]=1.C(O[K])(C)(C)C.O. (9) Given the product [Br:1][C:2]1[CH:7]=[C:6]([F:8])[CH:5]=[CH:4][C:3]=1[S:9]([NH:13][C:14]1[C:27]([C:28]([O:30][CH3:31])=[O:29])=[C:26]2[C:17]([C:18]3[CH:19]=[CH:20][N:21]=[N:22][C:23]=3[CH2:24][O:25]2)=[CH:16][CH:15]=1)(=[O:11])=[O:10], predict the reactants needed to synthesize it. The reactants are: [Br:1][C:2]1[CH:7]=[C:6]([F:8])[CH:5]=[CH:4][C:3]=1[S:9](Cl)(=[O:11])=[O:10].[NH2:13][C:14]1[C:27]([C:28]([O:30][CH3:31])=[O:29])=[C:26]2[C:17]([C:18]3[CH:19]=[CH:20][N:21]=[N:22][C:23]=3[CH2:24][O:25]2)=[CH:16][CH:15]=1.